This data is from Drug-target binding data from BindingDB using IC50 measurements. The task is: Regression. Given a target protein amino acid sequence and a drug SMILES string, predict the binding affinity score between them. We predict pIC50 (pIC50 = -log10(IC50 in M); higher means more potent). Dataset: bindingdb_ic50. (1) The compound is COc1ccccc1-c1nc2ccccc2s1. The target protein (Q27757) has sequence MEDKNILYGPEPFHPLADGTAGEQMFYALSRYADISGCIALTNAHTKENVLYEEFLKLSCRLAESFKKYGLKQNDTIAVCSENGLQFFLPLIASLYLGIIAAPVSDKYIERELIHSLGIVKPRIIFCSKNTFQKVLNVKSKLKYVETIIILDLNEDLGGYQCLNNFISQNSDINLDVKKFKPNSFNRDDQVALVMFSSGTTGVSKGVMLTHKNIVARFSHCKDPTFGNAINPTTAILTVIPFHHGFGMTTTLGYFTCGFRVALMHTFEEKLFLQSLQDYKVESTLLVPTLMAFFPKSALVEKYDLSHLKEIASGGAPLSKEIGEMVKKRFKLNFVRQGYGLTETTSAVLITPDTDVRPGSTGKIVPFHAVKVVDPTTGKILGPNETGELYFKGDMIMKSYYNNEEATKAIINKDGWLRSGDIAYYDNDGHFYIVDRLKSLIKYKGYQVAPAEIEGILLQHPYIVDAGVTGIPDEAAGELPAAGVVVQTGKYLNEQIVQNF.... The pIC50 is 4.3. (2) The compound is CC(C)n1nnc(-c2cccc(Nc3ncnn4ccc(C(=O)N5CCC(N)CC5)c34)c2)n1. The target protein (Q2M2I8) has sequence MKKFFDSRREQGGSGLGSGSSGGGGSTSGLGSGYIGRVFGIGRQQVTVDEVLAEGGFAIVFLVRTSNGMKCALKRMFVNNEHDLQVCKREIQIMRDLSGHKNIVGYIDSSINNVSSGDVWEVLILMDFCRGGQVVNLMNQRLQTGFTENEVLQIFCDTCEAVARLHQCKTPIIHRDLKVENILLHDRGHYVLCDFGSATNKFQNPQTEGVNAVEDEIKKYTTLSYRAPEMVNLYSGKIITTKADIWALGCLLYKLCYFTLPFGESQVAICDGNFTIPDNSRYSQDMHCLIRYMLEPDPDKRPDIYQVSYFSFKLLKKECPIPNVQNSPIPAKLPEPVKASEAAAKKTQPKARLTDPIPTTETSIAPRQRPKAGQTQPNPGILPIQPALTPRKRATVQPPPQAAGSSNQPGLLASVPQPKPQAPPSQPLPQTQAKQPQAPPTPQQTPSTQAQGLPAQAQATPQHQQQLFLKQQQQQQQPPPAQQQPAGTFYQQQQAQTQQF.... The pIC50 is 5.3. (3) The compound is CO/N=C(\C(=O)N[C@@H]1C(=O)N2C(C(=O)O)=CCS[C@H]12)c1csc(N)n1. The target protein (P10620) has sequence MVDLTQVMDDEVFMAFASYATIILSKMMLMSTATAFYRLTRKVFANPEDCVAFGKGENAKKYLRTDDRVERVRRAHLNDLENIIPFLGIGLLYSLSGPDPSTAILHFRLFVGARIYHTIAYLTPLPQPNRALSFFVGYGVTLSMAYRLLKSKLYL. The pIC50 is 3.6. (4) The small molecule is COc1cccc(OC)c1C(=O)N[C@@H]1C(=O)N2[C@@H](C(=O)O)C(C)(C)S[C@H]12. The target protein (O88909) has sequence MTFSEILDRVGSMGPFQYLHVTLLALPILGIANHNLLQIFTATTPDHHCRPPPNASLEPWVLPLGPNGKPEKCLRFVHLPNASLPNDTQGATEPCLDGWIYNSTRDTIVTEWDLVCGSNKLKEMAQSVFMAGILVGGPVFGELSDRFGRKPILTWSYLLLAASGSSAAFSPSLTVYMIFRFLCGCSISGISLSTIILNVEWVPTSTRAISSTTIGYCYTIGQFILPGLAYAVPQWRWLQLSVSAAFFIFSLLSWWVPESIRWLVLSGKFSKALKTLQRVATFNGKKEEGEKLTVEELKFNLQKDITSAKVKYGLSDLFRVSILRRVTFCLSLAWFATGFAYYSLAMGVEEFGVNIYILQIIFGGVDIPAKFITILSISYLGRRITQGFLLILAGVAILALIFVSSEMQLLRTALAVFGKGCLSGSFSCLFLYTSELYPTVLRQTGMGISNIWARVGSMIAPLVKITGELQPFIPNVIFGTMTLLGGSAAFFLLETLNRPL.... The pIC50 is 3.9. (5) The pIC50 is 6.5. The small molecule is C[C@H](Oc1cccc(Cl)c1Cl)C(=O)Nc1cccc(NC(=O)c2ccncc2)c1. The target protein sequence is MWESKFVKEGLTFDDVLLVPAKSDVLPREVSVKTVLSESLQLNIPLISAGMDTVTEADMAIAMARQGGLGIIHKNMSIEQQAEQVDKVKRSESGVISDPFFLTPEHQVYDAEHLMGKYRISGVPVVNNLDERKLVGIITNRDMRFIQDYSIKISDVMTKEQLITAPVGTTLSEAEKILQKYKIEKLPLVDNNGVLQGLITIKDIEKVIEFPNSAKDKQGRLLVGAAVGVTADAMTRIDALVKASVDAIVLDTAHGHSQGVIDKVKEVRAKYPSLNIIAGNVATAEATKALIEAGANVVKVGIGPGSICTTRVVAGVGVPQLTAVYDCATEARKHGIPVIADGGIKYSGDMVKALAAGAHVVMLGSMFAGVAESPGETEIYQGRQFKVYRGMGSVGAMEKGSKDRYFQEGNKKLVPEGIEGRVPYKGPLADTVHQLVGGLRAGMGYCGAQDLEFLRENAQFIRMSGAGLLESHPHHVQITKEAPNYSL.